Dataset: Forward reaction prediction with 1.9M reactions from USPTO patents (1976-2016). Task: Predict the product of the given reaction. (1) The product is: [Cl:1][C:2]1[CH:3]=[C:4]2[C:9](=[CH:10][CH:11]=1)[NH:8][C:7](=[O:12])[C:6]([C:13]1[O:14][CH:15]=[C:16]([CH2:18][CH:19]([CH3:21])[CH3:20])[N:17]=1)=[C:5]2[C:22]1[CH:23]=[CH:24][CH:25]=[CH:26][CH:27]=1. Given the reactants [Cl:1][C:2]1[CH:3]=[C:4]2[C:9](=[CH:10][CH:11]=1)[NH:8][C:7](=[O:12])[C:6]([C:13]1[O:14][CH2:15][CH:16]([CH2:18][CH:19]([CH3:21])[CH3:20])[N:17]=1)=[C:5]2[C:22]1[CH:27]=[CH:26][CH:25]=[CH:24][CH:23]=1, predict the reaction product. (2) Given the reactants C(OC([CH:8]1[CH2:13][CH2:12][CH2:11][CH:10]([C:14](O)=O)[CH2:9]1)=O)(C)(C)C.[C:17]1([NH2:24])[C:18]([NH2:23])=[CH:19][CH:20]=[CH:21][CH:22]=1.[ClH:25].C[N:27](C)CCCN=C=NCC.CN(C1C=CC=CN=1)C, predict the reaction product. The product is: [ClH:25].[ClH:25].[NH:23]1[C:18]2[CH:19]=[CH:20][CH:21]=[CH:22][C:17]=2[N:24]=[C:14]1[CH:10]1[CH2:11][CH2:12][CH2:13][CH:8]([NH2:27])[CH2:9]1. (3) Given the reactants [OH:1][CH2:2][C:3]([O:5][C@:6]([C:35]1[CH:40]=[CH:39][C:38]([F:41])=[CH:37][C:36]=1[F:42])([CH2:29][N:30]1[CH:34]=[N:33][CH:32]=[N:31]1)[C@H:7]([S:9][C@@H:10]1[CH2:15][O:14][C@@H:13](/[CH:16]=[CH:17]/[CH:18]=[CH:19]/[C:20]2[CH:25]=[CH:24][C:23]([C:26]#[N:27])=[CH:22][C:21]=2[F:28])[O:12][CH2:11]1)[CH3:8])=[O:4].N1C=NN=N1.C([O:51][P:52]([O:60]CC=C)N(C(C)C)C(C)C)C=C.C([O:68]O)(C)(C)C.C(=O)([O-])O.[Na+:74].S([O-])([O-])(=O)=S.[Na+].[Na+], predict the reaction product. The product is: [P:52]([O-:60])([O:1][CH2:2][C:3]([O:5][C@:6]([C:35]1[CH:40]=[CH:39][C:38]([F:41])=[CH:37][C:36]=1[F:42])([CH2:29][N:30]1[CH:34]=[N:33][CH:32]=[N:31]1)[C@H:7]([S:9][C@@H:10]1[CH2:11][O:12][C@@H:13](/[CH:16]=[CH:17]/[CH:18]=[CH:19]/[C:20]2[CH:25]=[CH:24][C:23]([C:26]#[N:27])=[CH:22][C:21]=2[F:28])[O:14][CH2:15]1)[CH3:8])=[O:4])([OH:68])=[O:51].[Na+:74]. (4) The product is: [CH:32]1([N:35]2[C:7](=[O:9])[C:6]3[CH:5]=[C:4]([CH2:11][CH3:12])[S:3][C:2]=3[NH:1][C:17]2=[O:23])[CH2:34][CH2:33]1. Given the reactants [NH2:1][C:2]1[S:3][C:4]([CH2:11][CH3:12])=[CH:5][C:6]=1[C:7]([O:9]C)=O.ClC(Cl)(O[C:17](=[O:23])OC(Cl)(Cl)Cl)Cl.C(N(CC)CC)C.[CH:32]1([NH2:35])[CH2:34][CH2:33]1, predict the reaction product. (5) The product is: [C:1]([C:5]1[C:19]([OH:20])=[C:18]([CH:21]([CH3:24])[CH2:22][CH3:23])[C:8]2[CH2:9][C:10]3([O:17][C:7]=2[CH:6]=1)[CH2:16][CH2:15][CH2:14][CH2:13][CH2:12][CH2:11]3)([CH3:4])([CH3:3])[CH3:2]. Given the reactants [C:1]([C:5]1[C:19]([OH:20])=[C:18]([CH:21]([CH3:24])[CH:22]=[CH2:23])[C:8]2[CH2:9][C:10]3([O:17][C:7]=2[CH:6]=1)[CH2:16][CH2:15][CH2:14][CH2:13][CH2:12][CH2:11]3)([CH3:4])([CH3:3])[CH3:2], predict the reaction product. (6) Given the reactants [Br:1][C:2]1[CH:10]=[CH:9][C:5]([CH2:6][C:7]#[N:8])=[CH:4][CH:3]=1.[CH3:11]OC(=O)OC.C([O-])([O-])=O.[K+].[K+], predict the reaction product. The product is: [Br:1][C:2]1[CH:10]=[CH:9][C:5]([CH:6]([CH3:11])[C:7]#[N:8])=[CH:4][CH:3]=1.